Dataset: Catalyst prediction with 721,799 reactions and 888 catalyst types from USPTO. Task: Predict which catalyst facilitates the given reaction. (1) Reactant: [NH2:1][C:2]1[CH:6]=[C:5]([CH2:7][CH2:8]O)[NH:4][N:3]=1.P(Br)(Br)[Br:11]. Product: [Br:11][CH2:8][CH2:7][C:5]1[NH:4][N:3]=[C:2]([NH2:1])[CH:6]=1. The catalyst class is: 2. (2) Reactant: Cl.[C-:2]1([C:7]([CH2:9][CH2:10][CH2:11][CH2:12][CH2:13][CH2:14][CH2:15][CH2:16][CH2:17][CH2:18][CH2:19][Br:20])=O)[CH:6]=[CH:5][CH:4]=[CH:3]1.[CH-:21]1[CH:25]=[CH:24][CH:23]=[CH:22]1.[Fe+2:26]. Product: [C-:2]1([CH2:7][CH2:9][CH2:10][CH2:11][CH2:12][CH2:13][CH2:14][CH2:15][CH2:16][CH2:17][CH2:18][CH2:19][Br:20])[CH:6]=[CH:5][CH:4]=[CH:3]1.[CH-:21]1[CH:25]=[CH:24][CH:23]=[CH:22]1.[Fe+2:26]. The catalyst class is: 11. (3) Reactant: Cl.[CH2:2]([N:4]([CH2:8][CH3:9])[CH2:5][CH2:6][SH:7])[CH3:3].[H-].[Na+].[H][H].C[O:15][C:16]([C:18]1[C:27]2[CH2:26][CH2:25][CH2:24][CH2:23][C:22]=2[CH:21]=[CH:20][C:19]=1[NH:28][S:29]([C:32]1[CH:37]=[CH:36][CH:35]=[CH:34][C:33]=1F)(=[O:31])=[O:30])=[O:17]. Product: [CH2:2]([N:4]([CH2:8][CH3:9])[CH2:5][CH2:6][S:7][C:33]1[CH:34]=[CH:35][CH:36]=[CH:37][C:32]=1[S:29]([NH:28][C:19]1[CH:20]=[CH:21][C:22]2[CH2:23][CH2:24][CH2:25][CH2:26][C:27]=2[C:18]=1[C:16]([OH:17])=[O:15])(=[O:30])=[O:31])[CH3:3]. The catalyst class is: 3. (4) Reactant: [CH3:1][Si:2]([O:5]S(C(F)(F)F)(=O)=O)([CH3:4])[CH3:3].[CH2:13]([C:15]([C:34]1[CH:39]=[CH:38][C:37]([C:40]#[C:41][C:42]2(O)[CH2:48][CH2:47][CH2:46][CH2:45][CH2:44][CH2:43]2)=[C:36]([CH3:50])[CH:35]=1)([C:18]1[CH:23]=[CH:22][C:21]([B:24]2[O:28][C:27]([CH3:30])([CH3:29])[C:26]([CH3:32])([CH3:31])[O:25]2)=[C:20]([CH3:33])[CH:19]=1)[CH2:16][CH3:17])[CH3:14].N1C=CC=CC=1.[Cl-].[NH4+]. Product: [CH2:13]([C:15]([C:18]1[CH:23]=[CH:22][C:21]([B:24]2[O:25][C:26]([CH3:32])([CH3:31])[C:27]([CH3:29])([CH3:30])[O:28]2)=[C:20]([CH3:33])[CH:19]=1)([C:34]1[CH:39]=[CH:38][C:37]([C:40]#[C:41][C:42]2([O:5][Si:2]([CH3:4])([CH3:3])[CH3:1])[CH2:48][CH2:47][CH2:46][CH2:45][CH2:44][CH2:43]2)=[C:36]([CH3:50])[CH:35]=1)[CH2:16][CH3:17])[CH3:14]. The catalyst class is: 4. (5) Reactant: [F:1][C:2]1[CH:7]=[CH:6][C:5]([CH:8]([OH:43])[CH2:9][CH2:10][CH:11]([C:29](N2C(C3C=CC=CC=3)COC2=O)=[O:30])[CH:12]([C:21]2[CH:28]=[CH:27][C:24](C#N)=[CH:23][CH:22]=2)[NH:13][C:14]2[CH:19]=[CH:18][C:17]([F:20])=[CH:16][CH:15]=2)=[CH:4][CH:3]=1.O.O.O.[F-].[CH2:48]([N+:52](CCCC)(CCCC)CCCC)CCC.C[Si](C([Si](C)(C)C)C(N)=O)(C)C.C(O)(=O)C. Product: [F:20][C:17]1[CH:18]=[CH:19][C:14]([N:13]2[C:29](=[O:30])[CH:11]([CH2:10][CH2:9][CH:8]([C:5]3[CH:6]=[CH:7][C:2]([F:1])=[CH:3][CH:4]=3)[OH:43])[CH:12]2[C:21]2[CH:28]=[CH:27][CH:24]=[CH:23][C:22]=2[C:48]#[N:52])=[CH:15][CH:16]=1. The catalyst class is: 282. (6) Reactant: CC(OC(/N=N/C(OC(C)C)=O)=O)C.[OH:15][C:16]1[CH:17]=[C:18]([CH:23]=[C:24]([O:26][CH2:27][C:28]2[CH:33]=[CH:32][CH:31]=[CH:30][CH:29]=2)[CH:25]=1)[C:19]([O:21][CH3:22])=[O:20].[CH3:34][O:35][CH2:36][C@@H:37](O)[CH3:38].C1(P(C2C=CC=CC=2)C2C=CC=CC=2)C=CC=CC=1. Product: [CH3:38][C@@H:37]([O:15][C:16]1[CH:17]=[C:18]([CH:23]=[C:24]([O:26][CH2:27][C:28]2[CH:33]=[CH:32][CH:31]=[CH:30][CH:29]=2)[CH:25]=1)[C:19]([O:21][CH3:22])=[O:20])[CH2:36][O:35][CH3:34]. The catalyst class is: 1. (7) Reactant: CS([Cl:5])(=O)=O.O[CH2:7][C:8]1[N:13]=[C:12]([NH:14][C:15](=[O:21])[O:16][C:17]([CH3:20])([CH3:19])[CH3:18])[CH:11]=[CH:10][CH:9]=1.C(N(C(C)C)CC)(C)C. Product: [Cl:5][CH2:7][C:8]1[N:13]=[C:12]([NH:14][C:15](=[O:21])[O:16][C:17]([CH3:20])([CH3:19])[CH3:18])[CH:11]=[CH:10][CH:9]=1. The catalyst class is: 2. (8) Reactant: C[O:2][C:3]([C:5]1[S:23][C:8]2[C:9]3[CH:10]=[CH:11][CH:12]=[C:13]([NH:16][CH:17]4[CH2:22][CH2:21][CH2:20][CH2:19][CH2:18]4)[C:14]=3[S:15][C:7]=2[C:6]=1[O:24][CH2:25][C:26]([O:28]CC)=[O:27])=[O:4].[Li+].[OH-]. Product: [C:26]([CH2:25][O:24][C:6]1[C:7]2[S:15][C:14]3[C:13]([NH:16][CH:17]4[CH2:22][CH2:21][CH2:20][CH2:19][CH2:18]4)=[CH:12][CH:11]=[CH:10][C:9]=3[C:8]=2[S:23][C:5]=1[C:3]([OH:4])=[O:2])([OH:28])=[O:27]. The catalyst class is: 20. (9) Reactant: [Cl:1][C:2]1[CH:3]=[C:4]([CH:7]=[CH:8][CH:9]=1)[CH:5]=O.C1(P(=[CH:29][C:30]([O:32][CH2:33][CH3:34])=[O:31])(C2C=CC=CC=2)C2C=CC=CC=2)C=CC=CC=1. Product: [Cl:1][C:2]1[CH:3]=[C:4]([CH:5]=[CH:29][C:30]([O:32][CH2:33][CH3:34])=[O:31])[CH:7]=[CH:8][CH:9]=1. The catalyst class is: 1. (10) Reactant: [CH3:1][C:2]1[CH:7]=[CH:6][C:5]2[C:8]([C:10]3[CH:16]=[CH:15][CH:14]=[C:13]([CH2:17][C:18]([OH:20])=[O:19])[C:11]=3[O:12][C:4]=2[C:3]=1[CH3:21])=[O:9].C[O-].[Na+:24]. Product: [CH3:1][C:2]1[CH:7]=[CH:6][C:5]2[C:8]([C:10]3[CH:16]=[CH:15][CH:14]=[C:13]([CH2:17][C:18]([O-:20])=[O:19])[C:11]=3[O:12][C:4]=2[C:3]=1[CH3:21])=[O:9].[Na+:24]. The catalyst class is: 5.